Dataset: Peptide-MHC class II binding affinity with 134,281 pairs from IEDB. Task: Regression. Given a peptide amino acid sequence and an MHC pseudo amino acid sequence, predict their binding affinity value. This is MHC class II binding data. (1) The peptide sequence is WSIHGKGEWMTTEDM. The MHC is DRB1_0801 with pseudo-sequence DRB1_0801. The binding affinity (normalized) is 0.276. (2) The peptide sequence is SGLLQFIVFLLLAGR. The MHC is DRB1_0101 with pseudo-sequence DRB1_0101. The binding affinity (normalized) is 0.438. (3) The peptide sequence is GWYRPPFSRVVHLYR. The MHC is DRB1_0401 with pseudo-sequence DRB1_0401. The binding affinity (normalized) is 0.308. (4) The peptide sequence is YLEDARRLKAIYEKKK. The MHC is HLA-DQA10102-DQB10602 with pseudo-sequence HLA-DQA10102-DQB10602. The binding affinity (normalized) is 0. (5) The peptide sequence is NHFFNHHKVMLLGHD. The MHC is DRB1_1602 with pseudo-sequence DRB1_1602. The binding affinity (normalized) is 0.370. (6) The peptide sequence is DELIGRARISQGAGW. The MHC is DRB1_0802 with pseudo-sequence DRB1_0802. The binding affinity (normalized) is 0.552. (7) The peptide sequence is LVNSSQPWEPLQLHV. The MHC is DRB1_0301 with pseudo-sequence DRB1_0301. The binding affinity (normalized) is 0.0599. (8) The peptide sequence is LSAKFHMSSAMVSRA. The MHC is H-2-IAd with pseudo-sequence H-2-IAd. The binding affinity (normalized) is 0.783.